Dataset: Full USPTO retrosynthesis dataset with 1.9M reactions from patents (1976-2016). Task: Predict the reactants needed to synthesize the given product. (1) Given the product [CH2:1]([NH:3][C:4]1[NH:9][C:8](=[O:10])[C:7]([C:12]2[CH:17]=[CH:16][C:15]([O:18][C:19]3[CH:24]=[CH:23][N:22]=[C:21]([C:25]4[CH:26]=[N:27][N:28]([CH3:30])[CH:29]=4)[CH:20]=3)=[CH:14][N:13]=2)=[CH:6][N:5]=1)[CH3:2], predict the reactants needed to synthesize it. The reactants are: [CH2:1]([NH:3][C:4]1[N:9]=[C:8]([O:10]C)[C:7]([C:12]2[CH:17]=[CH:16][C:15]([O:18][C:19]3[CH:24]=[CH:23][N:22]=[C:21]([C:25]4[CH:26]=[N:27][N:28]([CH3:30])[CH:29]=4)[CH:20]=3)=[CH:14][N:13]=2)=[CH:6][N:5]=1)[CH3:2].Br. (2) Given the product [C:1]([C:5]1[CH:26]=[CH:25][C:8]([C:9]2[O:10][C:13]([C:15]3[CH:16]=[C:17]([CH:22]=[CH:23][CH:24]=3)[C:18]([O:20][CH3:21])=[O:19])=[N:12][N:11]=2)=[CH:7][CH:6]=1)([CH3:3])([CH3:2])[CH3:4], predict the reactants needed to synthesize it. The reactants are: [C:1]([C:5]1[CH:26]=[CH:25][C:8]([C:9]([NH:11][NH:12][C:13]([C:15]2[CH:16]=[C:17]([CH:22]=[CH:23][CH:24]=2)[C:18]([O:20][CH3:21])=[O:19])=O)=[O:10])=[CH:7][CH:6]=1)([CH3:4])([CH3:3])[CH3:2].CC(C)=O.O. (3) Given the product [CH3:2][N:3]1[C@@H:20]2[CH2:21][C:8]3[CH:9]=[CH:10][C:11]([O:23][CH3:24])=[C:12]4[O:13][C@H:14]5[C:15]([CH2:17][CH2:18][C@:19]2([OH:22])[C@:6]5([C:7]=34)[CH2:5][CH2:4]1)=[O:16].[CH3:2][N:3]1[C@@H:20]2[CH2:21][C:8]3[CH:9]=[CH:10][C:11]([O:23][CH3:24])=[C:12]4[O:13][CH:14]5[C:15]([CH:17]=[CH:18][C@:19]2([OH:22])[C@:6]5([C:7]=34)[CH2:5][CH2:4]1)=[O:16], predict the reactants needed to synthesize it. The reactants are: Cl.[CH3:2][N:3]1[C@@H:20]2[CH2:21][C:8]3[CH:9]=[CH:10][C:11]([O:23][CH3:24])=[C:12]4[O:13][C@H:14]5[C:15]([CH2:17][CH2:18][C@:19]2([OH:22])[C@:6]5([C:7]=34)[CH2:5][CH2:4]1)=[O:16].C(N(CC(O)=O)CC(O)=O)CN(CC(O)=O)CC(O)=O.C([O-])(=O)CS.[Na+].C([O-])(=O)CS. (4) Given the product [CH3:1][N:2]1[CH:7]=[C:8]([C:12](=[O:14])[CH3:13])[C:9]([CH3:10])=[N:3]1, predict the reactants needed to synthesize it. The reactants are: [CH3:1][N:2]([CH:7]=[C:8]([C:12](=[O:14])[CH3:13])[C:9](=O)[CH3:10])[N:3]=C(C)C.Cl. (5) Given the product [NH2:2][CH2:1][C:3]1[CH:8]=[CH:7][C:6]([NH:9][C:10](=[O:29])[C:11]2[CH:16]=[CH:15][C:14]([CH3:17])=[C:13]([C:18]#[C:19][C:20]3[N:24]4[N:25]=[CH:26][CH:27]=[CH:28][C:23]4=[N:22][CH:21]=3)[CH:12]=2)=[CH:5][C:4]=1[C:30]([F:31])([F:33])[F:32], predict the reactants needed to synthesize it. The reactants are: [C:1]([C:3]1[CH:8]=[CH:7][C:6]([NH:9][C:10](=[O:29])[C:11]2[CH:16]=[CH:15][C:14]([CH3:17])=[C:13]([C:18]#[C:19][C:20]3[N:24]4[N:25]=[CH:26][CH:27]=[CH:28][C:23]4=[N:22][CH:21]=3)[CH:12]=2)=[CH:5][C:4]=1[C:30]([F:33])([F:32])[F:31])#[N:2].